The task is: Predict the product of the given reaction.. This data is from Forward reaction prediction with 1.9M reactions from USPTO patents (1976-2016). Given the reactants [CH3:1][C:2]1[C:7]([C:8]([OH:10])=O)=[CH:6][N:5]=[C:4]([C:11]2[S:12][CH:13]=[CH:14][N:15]=2)[N:3]=1.[CH2:16]([C:18]1[C:26]2[C:21](=[CH:22][CH:23]=[C:24]([C:27]([F:30])([F:29])[F:28])[CH:25]=2)[N:20]([NH2:31])[CH:19]=1)[CH3:17].C[N+]1(C2N=C(OC)N=C(OC)N=2)CCOCC1.[Cl-], predict the reaction product. The product is: [CH2:16]([C:18]1[C:26]2[C:21](=[CH:22][CH:23]=[C:24]([C:27]([F:28])([F:30])[F:29])[CH:25]=2)[N:20]([NH:31][C:8]([C:7]2[C:2]([CH3:1])=[N:3][C:4]([C:11]3[S:12][CH:13]=[CH:14][N:15]=3)=[N:5][CH:6]=2)=[O:10])[CH:19]=1)[CH3:17].